This data is from Catalyst prediction with 721,799 reactions and 888 catalyst types from USPTO. The task is: Predict which catalyst facilitates the given reaction. (1) Reactant: C(OC([N:8]1[CH2:13][CH2:12][CH2:11][CH:10]([NH:14][C:15]2[CH:16]=[N:17][C:18]([O:24][C:25]3[CH:30]=[CH:29][C:28]([O:31][C:32]4[CH:37]=[CH:36][CH:35]=[CH:34][CH:33]=4)=[CH:27][CH:26]=3)=[C:19]([C:21](=[O:23])[NH2:22])[CH:20]=2)[CH2:9]1)=O)(C)(C)C.Cl. Product: [O:31]([C:28]1[CH:29]=[CH:30][C:25]([O:24][C:18]2[N:17]=[CH:16][C:15]([NH:14][CH:10]3[CH2:11][CH2:12][CH2:13][NH:8][CH2:9]3)=[CH:20][C:19]=2[C:21]([NH2:22])=[O:23])=[CH:26][CH:27]=1)[C:32]1[CH:33]=[CH:34][CH:35]=[CH:36][CH:37]=1. The catalyst class is: 135. (2) Reactant: [Br:1][C:2]1[S:3][C:4]([C:13](=[O:29])[C:14]2[CH:19]=[CH:18][C:17]([C:20]#[C:21][C:22]3[CH:27]=[CH:26][CH:25]=[CH:24][CH:23]=3)=[C:16]([NH2:28])[CH:15]=2)=[CH:5][C:6]=1[CH2:7][C:8]([O:10][CH2:11][CH3:12])=[O:9].[Br-].[Br-].[Br-].[In+3]. Product: [Br:1][C:2]1[S:3][C:4]([C:13]([C:14]2[CH:15]=[C:16]3[C:17]([CH:20]=[C:21]([C:22]4[CH:23]=[CH:24][CH:25]=[CH:26][CH:27]=4)[NH:28]3)=[CH:18][CH:19]=2)=[O:29])=[CH:5][C:6]=1[CH2:7][C:8]([O:10][CH2:11][CH3:12])=[O:9]. The catalyst class is: 11. (3) Reactant: Cl.[Cl:2][C:3]1[S:25][C:6]2[C:7]3([CH2:17][CH2:16][N:15](C(OC(C)(C)C)=O)[CH2:14][CH2:13]3)[O:8][CH2:9][C:10]([F:12])([F:11])[C:5]=2[CH:4]=1.O.[OH-].[Na+]. Product: [Cl:2][C:3]1[S:25][C:6]2[C:7]3([CH2:13][CH2:14][NH:15][CH2:16][CH2:17]3)[O:8][CH2:9][C:10]([F:12])([F:11])[C:5]=2[CH:4]=1. The catalyst class is: 32. (4) Reactant: Cl[CH2:2][CH2:3][N:4]1[CH:8]=[C:7]([C:9]2[CH:32]=[CH:31][C:12]3[C:13]4[N:14]=[C:15]([C:21]5[N:22]([CH2:26][C:27]([F:30])([F:29])[F:28])[N:23]=[CH:24][N:25]=5)[S:16][C:17]=4[CH2:18][CH2:19][O:20][C:11]=3[CH:10]=2)[CH:6]=[N:5]1.[O:33]1[CH2:36][CH:35]([NH2:37])[CH2:34]1.C(=O)([O-])[O-].[K+].[K+].[I-].[K+]. Product: [O:33]1[CH2:36][CH:35]([NH:37][CH2:2][CH2:3][N:4]2[CH:8]=[C:7]([C:9]3[CH:32]=[CH:31][C:12]4[C:13]5[N:14]=[C:15]([C:21]6[N:22]([CH2:26][C:27]([F:30])([F:29])[F:28])[N:23]=[CH:24][N:25]=6)[S:16][C:17]=5[CH2:18][CH2:19][O:20][C:11]=4[CH:10]=3)[CH:6]=[N:5]2)[CH2:34]1. The catalyst class is: 3. (5) Reactant: Cl.[Cl:2][C:3]1[CH:8]=[CH:7][C:6]([C@@H:9]2[C@@H:14]([OH:15])[C@H:13]([CH2:16][OH:17])[C@@H:12]([OH:18])[C@H:11]([OH:19])[C@H:10]2[OH:20])=[CH:5][C:4]=1[CH2:21][C:22]1[CH:27]=[CH:26][C:25]([CH2:28][CH3:29])=[CH:24][CH:23]=1.[CH3:30][C:31]#N.[CH3:33]O. Product: [Cl:2][C:3]1[CH:8]=[CH:7][C:6]([C@@H:9]2[C@H:14]3[O:15][C:31]([CH3:30])([CH3:33])[O:17][CH2:16][C@@H:13]3[C@@H:12]([OH:18])[C@H:11]([OH:19])[C@H:10]2[OH:20])=[CH:5][C:4]=1[CH2:21][C:22]1[CH:23]=[CH:24][C:25]([CH2:28][CH3:29])=[CH:26][CH:27]=1. The catalyst class is: 21. (6) Reactant: [CH3:1][O:2][C:3](=[O:15])[C:4]1[CH:9]=[CH:8][CH:7]=[C:6]([CH:10]([N:12]=[N+]=[N-])[CH3:11])[CH:5]=1.[H][H]. Product: [NH2:12][CH:10]([C:6]1[CH:5]=[C:4]([CH:9]=[CH:8][CH:7]=1)[C:3]([O:2][CH3:1])=[O:15])[CH3:11]. The catalyst class is: 178. (7) Reactant: N1C=CC=CC=1.[C:7]([O:11][C:12]([N:14]1[CH2:19][CH2:18][N:17]([C:20]2[CH:25]=[C:24]([NH2:26])[CH:23]=[CH:22][C:21]=2[O:27][CH3:28])[CH2:16][CH2:15]1)=[O:13])([CH3:10])([CH3:9])[CH3:8].[Cl:29][C:30]1[CH:43]=[CH:42][C:33]2[S:34][C:35]([S:38](Cl)(=[O:40])=[O:39])=[C:36]([CH3:37])[C:32]=2[CH:31]=1. Product: [CH3:28][O:27][C:21]1[CH:22]=[CH:23][C:24]([NH:26][S:38]([C:35]2[S:34][C:33]3[CH:42]=[CH:43][C:30]([Cl:29])=[CH:31][C:32]=3[C:36]=2[CH3:37])(=[O:40])=[O:39])=[CH:25][C:20]=1[N:17]1[CH2:18][CH2:19][N:14]([C:12]([O:11][C:7]([CH3:10])([CH3:9])[CH3:8])=[O:13])[CH2:15][CH2:16]1. The catalyst class is: 4.